This data is from Forward reaction prediction with 1.9M reactions from USPTO patents (1976-2016). The task is: Predict the product of the given reaction. (1) Given the reactants [Br:1]N1C(=O)CCC1=O.[F:9][C:10]1[CH:15]=[CH:14][C:13]([C:16]2[N:17]=[C:18]([CH3:21])[S:19][CH:20]=2)=[CH:12][CH:11]=1, predict the reaction product. The product is: [Br:1][CH2:21][C:18]1[S:19][CH:20]=[C:16]([C:13]2[CH:12]=[CH:11][C:10]([F:9])=[CH:15][CH:14]=2)[N:17]=1. (2) Given the reactants [CH2:1]([O:8][C:9]([NH:11][C@@H:12]([C@@H:16]([OH:20])[CH:17]([CH3:19])[CH3:18])[C:13]([OH:15])=O)=[O:10])[C:2]1[CH:7]=[CH:6][CH:5]=[CH:4][CH:3]=1.OC1C2N=NNC=2C=CC=1.Cl.CN(C)CCCN=C=NCC.[NH2:43][CH2:44][CH2:45][CH:46]([O:50][CH2:51][CH3:52])[O:47][CH2:48][CH3:49].C(N(CC)C(C)C)(C)C, predict the reaction product. The product is: [CH2:1]([O:8][C:9](=[O:10])[NH:11][CH:12]([C:13](=[O:15])[NH:43][CH2:44][CH2:45][CH:46]([O:50][CH2:51][CH3:52])[O:47][CH2:48][CH3:49])[CH:16]([OH:20])[CH:17]([CH3:19])[CH3:18])[C:2]1[CH:3]=[CH:4][CH:5]=[CH:6][CH:7]=1. (3) Given the reactants [OH:1][C:2]1[CH:7]=[CH:6][C:5]([C:8]([C:13]2[CH:18]=[CH:17][C:16]([OH:19])=[C:15]([CH3:20])[CH:14]=2)([CH2:11][CH3:12])[CH2:9][CH3:10])=[CH:4][C:3]=1[CH3:21].CC([O-])(C)C.[K+].C1(C)C=CC(S(O[CH2:38][CH:39]2[CH2:43][O:42][C:41]([CH3:45])([CH3:44])[O:40]2)(=O)=O)=CC=1.[NH4+].[Cl-], predict the reaction product. The product is: [CH3:44][C:41]1([CH3:45])[O:40][CH:39]([CH2:38][O:1][C:2]2[CH:7]=[CH:6][C:5]([C:8]([C:13]3[CH:18]=[CH:17][C:16]([OH:19])=[C:15]([CH3:20])[CH:14]=3)([CH2:11][CH3:12])[CH2:9][CH3:10])=[CH:4][C:3]=2[CH3:21])[CH2:43][O:42]1. (4) Given the reactants [Br:1][C:2]1[CH:7]=[CH:6][C:5]([C:8](=O)[CH:9]=[C:10]([C:15]2[CH:20]=[C:19]([Cl:21])[CH:18]=[C:17]([Cl:22])[CH:16]=2)[C:11]([F:14])([F:13])[F:12])=[CH:4][C:3]=1[CH3:24].[CH3:25][NH:26][OH:27].Cl.C(N(CC)CC)C, predict the reaction product. The product is: [Br:1][C:2]1[CH:7]=[CH:6][C:5]([C:8]2[N:26]([CH3:25])[O:27][C:10]([C:15]3[CH:20]=[C:19]([Cl:21])[CH:18]=[C:17]([Cl:22])[CH:16]=3)([C:11]([F:14])([F:13])[F:12])[CH:9]=2)=[CH:4][C:3]=1[CH3:24]. (5) The product is: [C:23]([C:20]1[N:19]=[CH:18][C:17]([NH:16][C:14]([C:13]2[O:6][C:5]3[CH:7]=[CH:8][CH:9]=[CH:10][C:4]=3[CH:3]=2)=[O:15])=[CH:22][CH:21]=1)#[N:24]. Given the reactants [H-].[Na+].[CH:3](=O)[C:4]1[C:5](=[CH:7][CH:8]=[CH:9][CH:10]=1)[OH:6].Cl[CH2:13][C:14]([NH:16][C:17]1[CH:18]=[N:19][C:20]([C:23]#[N:24])=[CH:21][CH:22]=1)=[O:15].C[O-].[Na+], predict the reaction product. (6) Given the reactants F[C:2]1[CH:7]=[CH:6][C:5]([N+:8]([O-:10])=[O:9])=[CH:4][CH:3]=1.[NH:11]1[CH2:16][CH2:15][O:14][CH:13]([C:17]([NH2:19])=[O:18])[CH2:12]1.C(=O)([O-])[O-].[K+].[K+], predict the reaction product. The product is: [N+:8]([C:5]1[CH:6]=[CH:7][C:2]([N:11]2[CH2:16][CH2:15][O:14][CH:13]([C:17]([NH2:19])=[O:18])[CH2:12]2)=[CH:3][CH:4]=1)([O-:10])=[O:9].